Dataset: Forward reaction prediction with 1.9M reactions from USPTO patents (1976-2016). Task: Predict the product of the given reaction. (1) Given the reactants [H-].[Na+].[C:3]1([S:9]([NH2:12])(=[O:11])=[O:10])[CH:8]=[CH:7][CH:6]=[CH:5][CH:4]=1.[CH2:13]([O:20][C:21]1[CH:26]=[CH:25][C:24]([C:27]2[N:31]([CH:32]3[CH2:37][CH2:36][CH2:35][CH2:34][CH2:33]3)[C:30]3[CH:38]=[CH:39][C:40]([C:42](O)=[O:43])=[CH:41][C:29]=3[N:28]=2)=[CH:23][CH:22]=1)[C:14]1[CH:19]=[CH:18][CH:17]=[CH:16][CH:15]=1, predict the reaction product. The product is: [CH2:13]([O:20][C:21]1[CH:22]=[CH:23][C:24]([C:27]2[N:31]([CH:32]3[CH2:33][CH2:34][CH2:35][CH2:36][CH2:37]3)[C:30]3[CH:38]=[CH:39][C:40]([C:42]([C:4]4[CH:5]=[CH:6][CH:7]=[CH:8][C:3]=4[S:9]([NH2:12])(=[O:11])=[O:10])=[O:43])=[CH:41][C:29]=3[N:28]=2)=[CH:25][CH:26]=1)[C:14]1[CH:19]=[CH:18][CH:17]=[CH:16][CH:15]=1. (2) Given the reactants [CH2:1]1[C:6]2([CH2:11][CH2:10][CH2:9][CH2:8][CH2:7]2)[CH2:5][CH2:4][NH:3][CH2:2]1.[IH:12].CS[C:15]1[NH:16][CH2:17][CH2:18][N:19]=1, predict the reaction product. The product is: [IH:12].[NH:19]1[CH2:18][CH2:17][N:16]=[C:15]1[N:3]1[CH2:4][CH2:5][C:6]2([CH2:11][CH2:10][CH2:9][CH2:8][CH2:7]2)[CH2:1][CH2:2]1. (3) Given the reactants [P:1]([O:11][CH2:12][C:13]1[C:18]([O:19][CH3:20])=[CH:17][CH:16]=[CH:15][C:14]=1[CH2:21][O:22][Si](C(C)(C)C)(C)C)([O:7][CH2:8][CH:9]=[CH2:10])([O:3][CH2:4][CH:5]=[CH2:6])=[O:2].[F-].C([N+](CCCC)(CCCC)CCCC)CCC.O.C(OCC)(=O)C, predict the reaction product. The product is: [P:1]([O:11][CH2:12][C:13]1[C:18]([O:19][CH3:20])=[CH:17][CH:16]=[CH:15][C:14]=1[CH2:21][OH:22])([O:7][CH2:8][CH:9]=[CH2:10])([O:3][CH2:4][CH:5]=[CH2:6])=[O:2]. (4) Given the reactants Br[C:2]1[N:3]=[C:4]([C@H:12]2[CH2:17][CH2:16][C@H:15]([N:18]3[CH2:23][CH2:22][N:21]([C:24](=[O:26])[CH3:25])[CH2:20][CH2:19]3)[CH2:14][CH2:13]2)[N:5]2[CH:10]=[CH:9][N:8]=[C:7]([CH3:11])[C:6]=12.[CH3:27][O:28][C:29]1[CH:37]=[CH:36][CH:35]=[C:34]2[C:30]=1[CH:31]=[C:32]([C:39]([NH:41][C:42]1[CH:47]=[CH:46][C:45](B3OC(C)(C)C(C)(C)O3)=[CH:44][C:43]=1[O:57][CH3:58])=[O:40])[N:33]2[CH3:38], predict the reaction product. The product is: [C:24]([N:21]1[CH2:22][CH2:23][N:18]([C@H:15]2[CH2:16][CH2:17][C@H:12]([C:4]3[N:5]4[CH:10]=[CH:9][N:8]=[C:7]([CH3:11])[C:6]4=[C:2]([C:45]4[CH:46]=[CH:47][C:42]([NH:41][C:39]([C:32]5[N:33]([CH3:38])[C:34]6[C:30]([CH:31]=5)=[C:29]([O:28][CH3:27])[CH:37]=[CH:36][CH:35]=6)=[O:40])=[C:43]([O:57][CH3:58])[CH:44]=4)[N:3]=3)[CH2:13][CH2:14]2)[CH2:19][CH2:20]1)(=[O:26])[CH3:25]. (5) Given the reactants [F:1][C:2]1[CH:7]=[CH:6][C:5]([S:8]([NH:11][C:12]2[C:17]([C:18]([O:20]CC3C=CC=CC=3)=[O:19])=[C:16]([CH3:28])[C:15]([CH:29]([OH:31])[CH3:30])=[CH:14][CH:13]=2)(=[O:10])=[O:9])=[CH:4][CH:3]=1, predict the reaction product. The product is: [F:1][C:2]1[CH:3]=[CH:4][C:5]([S:8]([NH:11][C:12]2[C:17]([C:18]([OH:20])=[O:19])=[C:16]([CH3:28])[C:15]([CH:29]([OH:31])[CH3:30])=[CH:14][CH:13]=2)(=[O:9])=[O:10])=[CH:6][CH:7]=1. (6) Given the reactants BrC1C=CC=C2C=1C(C1C(O)=CC3OCOC=3C=1)[C:5](=[O:16])N2CCCCC.[CH2:27]([O:29][C:30](=[O:52])[CH2:31][N:32]1[C:40]2[C:35](=[CH:36][CH:37]=[CH:38][CH:39]=2)[CH:34]([C:41]2[C:49]([OH:50])=[CH:48][C:44]3[O:45][CH2:46][O:47][C:43]=3[CH:42]=2)[C:33]1=[O:51])[CH3:28], predict the reaction product. The product is: [CH2:27]([O:29][C:30](=[O:52])[CH2:31][N:32]1[C:40]2[C:35](=[CH:36][CH:37]=[CH:38][CH:39]=2)[C:34]([C:41]2[C:49]([OH:50])=[CH:48][C:44]3[O:45][CH2:46][O:47][C:43]=3[CH:42]=2)([CH2:5][OH:16])[C:33]1=[O:51])[CH3:28].